This data is from Full USPTO retrosynthesis dataset with 1.9M reactions from patents (1976-2016). The task is: Predict the reactants needed to synthesize the given product. (1) Given the product [Cl:1][C:2]1[CH:16]=[CH:15][C:5]([O:6][CH2:7][C:8]([OH:10])=[O:9])=[C:4]([S:29][C:27]2[CH:26]=[CH:25][CH:24]=[C:23]3[C:28]=2[N:19]=[CH:20][CH:21]=[CH:22]3)[CH:3]=1, predict the reactants needed to synthesize it. The reactants are: [Cl:1][C:2]1[CH:16]=[CH:15][C:5]([O:6][CH2:7][C:8]([O:10]C(C)(C)C)=[O:9])=[C:4](I)[CH:3]=1.Cl.[N:19]1[C:28]2[C:23](=[CH:24][CH:25]=[CH:26][C:27]=2[SH:29])[CH:22]=[CH:21][CH:20]=1.C(=O)([O-])[O-].[K+].[K+].C(O)CO. (2) Given the product [CH:1]1([CH2:5][C:6]([NH:8][C:9]2[CH:14]=[CH:13][N:12]([CH2:15][CH2:16][CH:17]([F:29])[CH2:18][N:19]3[CH:23]=[C:22]([C:24]([O-:26])=[O:25])[N:21]=[N:20]3)[C:11](=[O:30])[C:10]=2[F:31])=[O:7])[CH2:4][CH2:3][CH2:2]1.[Li+:33], predict the reactants needed to synthesize it. The reactants are: [CH:1]1([CH2:5][C:6]([NH:8][C:9]2[CH:14]=[CH:13][N:12]([CH2:15][CH2:16][CH:17]([F:29])[CH2:18][N:19]3[CH:23]=[C:22]([C:24]([O:26]CC)=[O:25])[N:21]=[N:20]3)[C:11](=[O:30])[C:10]=2[F:31])=[O:7])[CH2:4][CH2:3][CH2:2]1.[OH-].[Li+:33]. (3) Given the product [CH3:1][O:2][C:3](=[O:17])[C@@H:4]([O:14][CH2:15][CH3:16])[CH2:5][C:6]1[CH:11]=[CH:10][C:9]([O:12][CH2:19][C:20]2[N:21]=[C:22]([C:26]3[CH:31]=[CH:30][CH:29]=[CH:28][C:27]=3[CH3:32])[O:23][C:24]=2[CH3:25])=[CH:8][C:7]=1[Cl:13], predict the reactants needed to synthesize it. The reactants are: [CH3:1][O:2][C:3](=[O:17])[C@@H:4]([O:14][CH2:15][CH3:16])[CH2:5][C:6]1[CH:11]=[CH:10][C:9]([OH:12])=[CH:8][C:7]=1[Cl:13].Cl[CH2:19][C:20]1[N:21]=[C:22]([C:26]2[CH:31]=[CH:30][CH:29]=[CH:28][C:27]=2[CH3:32])[O:23][C:24]=1[CH3:25].C(=O)([O-])[O-].[Cs+].[Cs+].[I-].[K+]. (4) Given the product [NH2:5][C@H:6]1[CH2:15][CH2:14][C:13]2[C:12]([S:16]([NH:19][C:20]3[CH:25]=[CH:24][CH:23]=[CH:22][N:21]=3)(=[O:17])=[O:18])=[CH:11][CH:10]=[C:9]([O:26][CH3:27])[C:8]=2[CH2:7]1, predict the reactants needed to synthesize it. The reactants are: FC(F)(F)C([NH:5][C@H:6]1[CH2:15][CH2:14][C:13]2[C:8](=[C:9]([O:26][CH3:27])[CH:10]=[CH:11][C:12]=2[S:16]([NH:19][C:20]2[CH:25]=[CH:24][CH:23]=[CH:22][N:21]=2)(=[O:18])=[O:17])[CH2:7]1)=O.[OH-].[Na+].Cl.